This data is from Forward reaction prediction with 1.9M reactions from USPTO patents (1976-2016). The task is: Predict the product of the given reaction. Given the reactants [CH3:1][N:2]1[C:6]([C:7]2[CH:12]=[CH:11][CH:10]=[CH:9][CH:8]=2)=[N:5][NH:4][C:3]1=[O:13].[Br:14][CH2:15][CH2:16][CH2:17]Br.[H-].[Na+].O, predict the reaction product. The product is: [Br:14][CH2:15][CH2:16][CH2:17][N:4]1[C:3](=[O:13])[N:2]([CH3:1])[C:6]([C:7]2[CH:12]=[CH:11][CH:10]=[CH:9][CH:8]=2)=[N:5]1.